Task: Predict the reaction yield, written as a fraction of the theoretical maximum amount of product (1.0 means a 100% yield; for example, 0.34 means a 34% yield).. Dataset: Reaction yield outcomes from USPTO patents with 853,638 reactions (1) The reactants are I[C:2]1[CH:7]=[CH:6][CH:5]=[C:4]([CH2:8][O:9][CH2:10][CH2:11][C:12]2[CH:17]=[CH:16][CH:15]=[CH:14][CH:13]=2)[CH:3]=1.[C:18]([O:22][C:23]([N:25]1[CH2:28][CH2:27][C@H:26]1[CH2:29][O:30][C:31]1[CH:32]=[N:33][CH:34]=[C:35]([Sn](C)(C)C)[CH:36]=1)=[O:24])([CH3:21])([CH3:20])[CH3:19].[F-].[Cs+]. The catalyst is CN(C=O)C.[Cu]I.C1C=CC([P]([Pd]([P](C2C=CC=CC=2)(C2C=CC=CC=2)C2C=CC=CC=2)([P](C2C=CC=CC=2)(C2C=CC=CC=2)C2C=CC=CC=2)[P](C2C=CC=CC=2)(C2C=CC=CC=2)C2C=CC=CC=2)(C2C=CC=CC=2)C2C=CC=CC=2)=CC=1. The product is [C:18]([O:22][C:23]([N:25]1[CH2:28][CH2:27][C@H:26]1[CH2:29][O:30][C:31]1[CH:32]=[N:33][CH:34]=[C:35]([C:2]2[CH:7]=[CH:6][CH:5]=[C:4]([CH2:8][O:9][CH2:10][CH2:11][C:12]3[CH:17]=[CH:16][CH:15]=[CH:14][CH:13]=3)[CH:3]=2)[CH:36]=1)=[O:24])([CH3:21])([CH3:19])[CH3:20]. The yield is 0.550. (2) The reactants are [S:1]1[CH:5]=[C:4]([C:6]([OH:8])=O)[N:3]=[CH:2]1.F[P-](F)(F)(F)(F)F.ClC(=[N+]1CCCC1)N1CCCC1.C(N(C(C)C)CC)(C)C.[CH2:37]([S:44]([N:47]1[CH:51]=[CH:50][C:49]([NH2:52])=[CH:48]1)(=[O:46])=[O:45])[C:38]1[CH:43]=[CH:42][CH:41]=[CH:40][CH:39]=1. The catalyst is ClCCCl. The product is [CH2:37]([S:44]([N:47]1[CH:51]=[CH:50][C:49]([NH:52][C:6]([C:4]2[N:3]=[CH:2][S:1][CH:5]=2)=[O:8])=[CH:48]1)(=[O:46])=[O:45])[C:38]1[CH:43]=[CH:42][CH:41]=[CH:40][CH:39]=1. The yield is 0.0400. (3) The reactants are [F:1][C:2]([F:27])([F:26])[O:3][C:4]1[CH:9]=[CH:8][C:7]([S:10]([N:13]2[CH2:18][CH2:17][CH:16]([O:19][NH:20][C:21](=[O:25])[C:22](O)=[O:23])[CH2:15][CH2:14]2)(=[O:12])=[O:11])=[CH:6][CH:5]=1.[CH:28]1([NH2:31])[CH2:30][CH2:29]1. The catalyst is CN(C)C=O. The product is [CH:28]1([NH:31][C:22](=[O:23])[C:21]([NH:20][O:19][CH:16]2[CH2:15][CH2:14][N:13]([S:10]([C:7]3[CH:6]=[CH:5][C:4]([O:3][C:2]([F:26])([F:27])[F:1])=[CH:9][CH:8]=3)(=[O:12])=[O:11])[CH2:18][CH2:17]2)=[O:25])[CH2:30][CH2:29]1. The yield is 0.430. (4) The reactants are C[O:2][C:3](=[O:21])[C:4]1[CH:9]=[CH:8][CH:7]=[CH:6][C:5]=1[CH2:10][O:11][C:12]1[CH:17]=[CH:16][C:15]([C:18]#[N:19])=[CH:14][C:13]=1[F:20].O.[OH-].[Li+]. The catalyst is O1CCCC1.O. The product is [C:18]([C:15]1[CH:16]=[CH:17][C:12]([O:11][CH2:10][C:5]2[CH:6]=[CH:7][CH:8]=[CH:9][C:4]=2[C:3]([OH:21])=[O:2])=[C:13]([F:20])[CH:14]=1)#[N:19]. The yield is 0.900. (5) The reactants are OC1C=C(N[C:9]2[N:14]=[C:13]([NH:15][C:16]3[CH:21]=[CH:20][CH:19]=[C:18]([OH:22])[CH:17]=3)[C:12]([F:23])=[CH:11][N:10]=2)C=CC=1.[OH:24][C:25]1[C:26]([CH3:32])=[C:27]([CH:29]=[CH:30][CH:31]=1)[NH2:28].Cl[C:34]1N=C(Cl)C(F)=CN=1. No catalyst specified. The product is [OH:24][C:25]1[C:26]([CH3:32])=[C:27]([NH:28][C:9]2[N:14]=[C:13]([NH:15][C:16]3[CH:21]=[CH:20][CH:19]=[C:18]([OH:22])[C:17]=3[CH3:34])[C:12]([F:23])=[CH:11][N:10]=2)[CH:29]=[CH:30][CH:31]=1. The yield is 0.880.